Dataset: Full USPTO retrosynthesis dataset with 1.9M reactions from patents (1976-2016). Task: Predict the reactants needed to synthesize the given product. (1) The reactants are: [OH:1][C:2]1[N:10]=[CH:9][CH:8]=[CH:7][C:3]=1[C:4]([OH:6])=[O:5].[OH:11][S:12](O)(=[O:14])=[O:13].O=S(=O)=O. Given the product [OH:1][C:2]1[N:10]=[CH:9][C:8]([S:12]([OH:14])(=[O:13])=[O:11])=[CH:7][C:3]=1[C:4]([OH:6])=[O:5], predict the reactants needed to synthesize it. (2) Given the product [Cl:1][C:2]1[C:7]([C:8]([F:11])([F:9])[F:10])=[CH:6][CH:5]=[CH:4][C:3]=1[C:12]([N:14]1[CH2:19][CH2:18][N:17]([CH2:20][CH:21]2[CH2:26][CH2:25][CH2:24]2)[C:16](=[O:22])[CH2:15]1)=[O:13], predict the reactants needed to synthesize it. The reactants are: [Cl:1][C:2]1[C:7]([C:8]([F:11])([F:10])[F:9])=[CH:6][CH:5]=[CH:4][C:3]=1[C:12]([N:14]1[CH2:19][CH2:18][N:17]([CH2:20][CH3:21])[C:16](=[O:22])[CH2:15]1)=[O:13].Br[CH2:24][CH:25]1CC[CH2:26]1. (3) Given the product [CH3:8][C:7]1[CH:6]=[CH:5][C:4]([NH:9][C:10]2[S:11][CH:14]=[C:15]([CH3:16])[N:12]=2)=[CH:3][C:2]=1[OH:1], predict the reactants needed to synthesize it. The reactants are: [OH:1][C:2]1[CH:3]=[C:4]([NH:9][C:10]([NH2:12])=[S:11])[CH:5]=[CH:6][C:7]=1[CH3:8].Br[CH2:14][C:15](=O)[CH3:16]. (4) Given the product [CH3:1][S:2][C:3]1[NH:23][N:22]=[C:5]([C:7]2[CH:12]=[CH:11][CH:10]=[CH:9][CH:8]=2)[C:4]=1[C:13]1[CH:18]=[CH:17][CH:16]=[CH:15][CH:14]=1, predict the reactants needed to synthesize it. The reactants are: [CH3:1][S:2][C:3](SC)=[C:4]([C:13]1[CH:18]=[CH:17][CH:16]=[CH:15][CH:14]=1)[C:5]([C:7]1[CH:12]=[CH:11][CH:10]=[CH:9][CH:8]=1)=O.O.[NH2:22][NH2:23].O. (5) Given the product [ClH:20].[CH3:13][C:14]1[N+:15]([O-:16])=[C:7]([C:6]2[CH:9]=[CH:10][C:3]([C:2]([F:11])([F:12])[F:1])=[CH:4][CH:5]=2)[O:8][C:17]=1[CH3:19], predict the reactants needed to synthesize it. The reactants are: [F:1][C:2]([F:12])([F:11])[C:3]1[CH:10]=[CH:9][C:6]([CH:7]=[O:8])=[CH:5][CH:4]=1.[CH3:13]/[C:14](/[C:17]([CH3:19])=O)=[N:15]\[OH:16].[ClH:20].COC(C)(C)C. (6) Given the product [CH2:12]([C:2]1[CH:7]=[CH:6][CH:5]=[C:4]([N+:8]([O-:10])=[O:9])[C:3]=1[F:11])[C:13]1[CH:18]=[CH:17][CH:16]=[CH:15][CH:14]=1, predict the reactants needed to synthesize it. The reactants are: Br[C:2]1[CH:7]=[CH:6][CH:5]=[C:4]([N+:8]([O-:10])=[O:9])[C:3]=1[F:11].[CH2:12]([B-](F)(F)F)[C:13]1[CH:18]=[CH:17][CH:16]=[CH:15][CH:14]=1.[K+].C([O-])([O-])=O.[Cs+].[Cs+]. (7) Given the product [C:33]([N:30]1[CH2:31][CH2:32][N:27]([CH2:26][CH2:25][N:22]2[C:15]3[N:16]=[C:17]([NH:20][CH3:21])[N:18]=[CH:19][C:14]=3[CH:13]=[C:12]([C:3]3[CH:4]=[C:5]([O:10][CH3:11])[CH:6]=[C:7]([O:8][CH3:9])[C:2]=3[Cl:1])[C:23]2=[O:24])[CH2:28][CH2:29]1)(=[O:36])[CH:34]=[CH2:35], predict the reactants needed to synthesize it. The reactants are: [Cl:1][C:2]1[C:7]([O:8][CH3:9])=[CH:6][C:5]([O:10][CH3:11])=[CH:4][C:3]=1[C:12]1[C:23](=[O:24])[N:22]([CH2:25][CH2:26][N:27]2[CH2:32][CH2:31][NH:30][CH2:29][CH2:28]2)[C:15]2[N:16]=[C:17]([NH:20][CH3:21])[N:18]=[CH:19][C:14]=2[CH:13]=1.[C:33](Cl)(=[O:36])[CH:34]=[CH2:35].